From a dataset of Forward reaction prediction with 1.9M reactions from USPTO patents (1976-2016). Predict the product of the given reaction. (1) Given the reactants Br[C:2]([CH3:13])([CH3:12])[CH:3](OCCC)OCCC.C([CH:17]([CH:19]([C:21]([O-:23])=O)O)O)(O)=O.[K+].[OH2:25], predict the reaction product. The product is: [CH3:3][C:2]([O:23][CH2:21][CH2:19][CH3:17])([CH3:13])[CH:12]=[O:25]. (2) Given the reactants [Cl:1][C:2]1[C:3]([I:13])=[CH:4][C:5]([O:11][CH3:12])=[C:6]([CH:10]=1)[C:7]([OH:9])=O.[CH3:14][C:15]1[C:16]([N:22]2[CH2:27][CH2:26][NH:25][CH2:24][CH2:23]2)=[N:17][CH:18]=[C:19]([CH3:21])[CH:20]=1, predict the reaction product. The product is: [Cl:1][C:2]1[C:3]([I:13])=[CH:4][C:5]([O:11][CH3:12])=[C:6]([C:7]([N:25]2[CH2:26][CH2:27][N:22]([C:16]3[C:15]([CH3:14])=[CH:20][C:19]([CH3:21])=[CH:18][N:17]=3)[CH2:23][CH2:24]2)=[O:9])[CH:10]=1.